From a dataset of NCI-60 drug combinations with 297,098 pairs across 59 cell lines. Regression. Given two drug SMILES strings and cell line genomic features, predict the synergy score measuring deviation from expected non-interaction effect. Drug 1: CN(C)N=NC1=C(NC=N1)C(=O)N. Drug 2: COC1=NC(=NC2=C1N=CN2C3C(C(C(O3)CO)O)O)N. Cell line: OVCAR-8. Synergy scores: CSS=-1.12, Synergy_ZIP=-0.276, Synergy_Bliss=0.524, Synergy_Loewe=-2.78, Synergy_HSA=-2.32.